This data is from Forward reaction prediction with 1.9M reactions from USPTO patents (1976-2016). The task is: Predict the product of the given reaction. Given the reactants [Cl-].O[NH3+:3].[C:4](=[O:7])([O-])[OH:5].[Na+].CS(C)=O.[CH2:13]([C:17]1[N:18]=[C:19]([CH3:47])[N:20]([CH2:39][C:40]2[C:41]([CH3:46])=[N:42][O:43][C:44]=2[CH3:45])[C:21](=[O:38])[C:22]=1[CH2:23][C:24]1[CH:29]=[CH:28][C:27]([C:30]2[C:31]([C:36]#[N:37])=[CH:32][CH:33]=[CH:34][CH:35]=2)=[CH:26][CH:25]=1)[CH2:14][CH2:15][CH3:16], predict the reaction product. The product is: [CH2:13]([C:17]1[N:18]=[C:19]([CH3:47])[N:20]([CH2:39][C:40]2[C:41]([CH3:46])=[N:42][O:43][C:44]=2[CH3:45])[C:21](=[O:38])[C:22]=1[CH2:23][C:24]1[CH:25]=[CH:26][C:27]([C:30]2[CH:35]=[CH:34][CH:33]=[CH:32][C:31]=2[C:36]2[NH:3][C:4](=[O:7])[O:5][N:37]=2)=[CH:28][CH:29]=1)[CH2:14][CH2:15][CH3:16].